This data is from Full USPTO retrosynthesis dataset with 1.9M reactions from patents (1976-2016). The task is: Predict the reactants needed to synthesize the given product. (1) Given the product [O:10]=[C:6]1[NH:5][C:4]2[S:11][CH:12]=[CH:13][C:3]=2[C:2]([N:17]2[CH2:18][CH2:19][N:14]([C:20]([C:22]3[S:23][CH:24]=[CH:25][CH:26]=3)=[O:21])[CH2:15][CH2:16]2)=[C:7]1[C:8]#[N:9], predict the reactants needed to synthesize it. The reactants are: Cl[C:2]1[C:3]2[CH:13]=[CH:12][S:11][C:4]=2[NH:5][C:6](=[O:10])[C:7]=1[C:8]#[N:9].[N:14]1([C:20]([C:22]2[S:23][CH:24]=[CH:25][CH:26]=2)=[O:21])[CH2:19][CH2:18][NH:17][CH2:16][CH2:15]1. (2) Given the product [Br:1][C:2]1[CH:9]=[C:8]([N:17]2[CH2:22][CH2:21][CH2:20][CH2:19][CH2:18]2)[CH:7]=[CH:6][C:3]=1[CH:4]=[O:5], predict the reactants needed to synthesize it. The reactants are: [Br:1][C:2]1[CH:9]=[C:8](F)[CH:7]=[CH:6][C:3]=1[CH:4]=[O:5].C(=O)([O-])[O-].[K+].[K+].[NH:17]1[CH2:22][CH2:21][CH2:20][CH2:19][CH2:18]1. (3) Given the product [C:1]([NH:22][C@H:23]([C:36]([OH:38])=[O:37])[CH2:24][C:25]1[CH:30]=[CH:29][C:28]([O:31][P:32]([OH:35])([OH:34])=[O:33])=[CH:27][CH:26]=1)(=[O:21])[CH2:2][CH2:3][CH2:4][CH2:5][CH2:6][CH2:7][CH2:8]/[CH:9]=[CH:10]\[CH2:11][CH:12]=[CH:13][CH2:14][CH:15]=[CH:16][CH2:17][CH3:18], predict the reactants needed to synthesize it. The reactants are: [C:1]([NH:22][C@H:23]([C:36]([OH:38])=[O:37])[CH2:24][C:25]1[CH:30]=[CH:29][C:28]([O:31][P:32]([OH:35])([OH:34])=[O:33])=[CH:27][CH:26]=1)(=[O:21])[CH2:2][CH2:3][CH2:4]/[CH:5]=[CH:6]\[CH2:7][CH:8]=[CH:9][CH2:10][CH:11]=[CH:12][CH2:13][CH:14]=[CH:15][CH2:16][CH2:17][CH2:18]CC.C(O)(=O)CCCCCCC/C=C\CC=CCC=CCC. (4) The reactants are: Br[C:2]1[CH:6]=[CH:5][O:4][C:3]=1[CH:7]1[O:11][CH2:10][CH2:9][O:8]1.C([Li])(C)(C)C.CN([CH:20]=[O:21])C.O.O.C(O)(=O)C(O)=O. Given the product [O:8]1[CH2:9][CH2:10][O:11][CH:7]1[C:3]1[O:4][CH:5]=[CH:6][C:2]=1[CH:20]=[O:21], predict the reactants needed to synthesize it. (5) Given the product [CH3:2][O:1][C:3]1[CH:4]=[C:5]([NH:11][C:12]2[N:17]=[C:16]([N:18]3[CH:22]=[CH:21][C:20]([C:23]([F:24])([F:25])[F:26])=[N:19]3)[C:15]([C:27]3[CH:28]=[C:29]([C:35]([NH:43][S:40]([CH2:38][CH3:39])(=[O:42])=[O:41])=[O:36])[C:30]([O:33][CH3:34])=[N:31][CH:32]=3)=[CH:14][N:13]=2)[CH:6]=[C:7]([O:9][CH3:10])[CH:8]=1, predict the reactants needed to synthesize it. The reactants are: [O:1]([C:3]1[CH:4]=[C:5]([NH:11][C:12]2[N:17]=[C:16]([N:18]3[CH:22]=[CH:21][C:20]([C:23]([F:26])([F:25])[F:24])=[N:19]3)[C:15]([C:27]3[CH:28]=[C:29]([C:35](O)=[O:36])[C:30]([O:33][CH3:34])=[N:31][CH:32]=3)=[CH:14][N:13]=2)[CH:6]=[C:7]([O:9][CH3:10])[CH:8]=1)[CH3:2].[CH2:38]([S:40]([NH2:43])(=[O:42])=[O:41])[CH3:39].C(N(CC)CC)C.[I-].ClC1C=CC=C[N+]=1C.